This data is from Forward reaction prediction with 1.9M reactions from USPTO patents (1976-2016). The task is: Predict the product of the given reaction. (1) The product is: [F:1][C:2]1[CH:26]=[CH:25][C:5]([O:6][C:7]2[CH:12]=[CH:11][C:10]([CH2:13][NH:14][C:15](=[O:24])[C:16]3[CH:21]=[CH:20][C:19]([F:22])=[N:18][C:17]=3[NH2:27])=[CH:9][CH:8]=2)=[CH:4][CH:3]=1. Given the reactants [F:1][C:2]1[CH:26]=[CH:25][C:5]([O:6][C:7]2[CH:12]=[CH:11][C:10]([CH2:13][NH:14][C:15](=[O:24])[C:16]3[CH:21]=[CH:20][C:19]([F:22])=[N:18][C:17]=3F)=[CH:9][CH:8]=2)=[CH:4][CH:3]=1.[NH3:27], predict the reaction product. (2) Given the reactants [Cl:1][C:2]1[CH:7]=[CH:6][CH:5]=[CH:4][C:3]=1[C:8]([CH3:15])([CH3:14])[C:9]([O:11]CC)=[O:10].[OH-].[K+], predict the reaction product. The product is: [Cl:1][C:2]1[CH:7]=[CH:6][CH:5]=[CH:4][C:3]=1[C:8]([CH3:15])([CH3:14])[C:9]([OH:11])=[O:10]. (3) Given the reactants [Br:1][C:2]1[C:3]([C:11]#[N:12])=[N:4][CH:5]=[C:6]([N+:8]([O-])=O)[CH:7]=1, predict the reaction product. The product is: [NH2:8][C:6]1[CH:7]=[C:2]([Br:1])[C:3]([C:11]#[N:12])=[N:4][CH:5]=1.